This data is from Full USPTO retrosynthesis dataset with 1.9M reactions from patents (1976-2016). The task is: Predict the reactants needed to synthesize the given product. (1) Given the product [Br:14][C:10]1[S:11][C:12]2[C:4]([N+:1]([O-:3])=[O:2])=[CH:5][CH:6]=[CH:7][C:8]=2[N:9]=1, predict the reactants needed to synthesize it. The reactants are: [N+:1]([C:4]1[C:12]2[S:11][C:10](N)=[N:9][C:8]=2[CH:7]=[CH:6][CH:5]=1)([O-:3])=[O:2].[BrH:14].BrBr.N([O-])=O.[Na+].[OH-].[Na+]. (2) Given the product [NH:11]1[CH2:12][CH2:13][CH:8]([C:5]2[CH:4]=[CH:3][N:2]=[CH:7][CH:6]=2)[CH2:9][CH2:10]1, predict the reactants needed to synthesize it. The reactants are: Cl.[N:2]1[CH:7]=[CH:6][C:5]([CH:8]2[CH2:13][CH2:12][N:11](C(OC(C)(C)C)=O)[CH2:10][CH2:9]2)=[CH:4][CH:3]=1. (3) The reactants are: [C:1](Cl)(=[O:4])[CH:2]=[CH2:3].[NH2:6][C:7]1[CH:8]=[C:9]([S:13]([NH:16][CH2:17][C:18]2[CH:32]=[CH:31][C:21]([C:22]([NH:24][C:25]3[CH:26]=[N:27][CH:28]=[CH:29][CH:30]=3)=[O:23])=[CH:20][CH:19]=2)(=[O:15])=[O:14])[CH:10]=[CH:11][CH:12]=1. Given the product [C:1]([NH:6][C:7]1[CH:8]=[C:9]([S:13]([NH:16][CH2:17][C:18]2[CH:32]=[CH:31][C:21]([C:22]([NH:24][C:25]3[CH:26]=[N:27][CH:28]=[CH:29][CH:30]=3)=[O:23])=[CH:20][CH:19]=2)(=[O:14])=[O:15])[CH:10]=[CH:11][CH:12]=1)(=[O:4])[CH:2]=[CH2:3], predict the reactants needed to synthesize it.